From a dataset of Peptide-MHC class II binding affinity with 134,281 pairs from IEDB. Regression. Given a peptide amino acid sequence and an MHC pseudo amino acid sequence, predict their binding affinity value. This is MHC class II binding data. (1) The peptide sequence is YMPDVLEKLELLQRR. The MHC is HLA-DQA10201-DQB10303 with pseudo-sequence HLA-DQA10201-DQB10303. The binding affinity (normalized) is 0. (2) The peptide sequence is VTPCAAEEQKLPINALSNSL. The MHC is DRB5_0101 with pseudo-sequence DRB5_0101. The binding affinity (normalized) is 0.0516. (3) The peptide sequence is GALQIVDKIDAAFKI. The MHC is DRB1_0401 with pseudo-sequence DRB1_0401. The binding affinity (normalized) is 0.585. (4) The peptide sequence is IHRIRTLIGQEKYTD. The MHC is DRB1_0901 with pseudo-sequence DRB1_0901. The binding affinity (normalized) is 0.372.